From a dataset of Full USPTO retrosynthesis dataset with 1.9M reactions from patents (1976-2016). Predict the reactants needed to synthesize the given product. (1) The reactants are: [OH:1][CH2:2][CH2:3][CH2:4][CH:5]1[O:9][B:8]([OH:10])[C:7]2[CH:11]=[C:12]([O:15][C:16]3[CH:21]=[CH:20][CH:19]=[CH:18][CH:17]=3)[CH:13]=[CH:14][C:6]1=2.CC(C)=[O:24].OS(O)(=O)=O.O=[Cr](=O)=O. Given the product [OH:10][B:8]1[C:7]2[CH:11]=[C:12]([O:15][C:16]3[CH:21]=[CH:20][CH:19]=[CH:18][CH:17]=3)[CH:13]=[CH:14][C:6]=2[CH:5]([CH2:4][CH2:3][C:2]([OH:24])=[O:1])[O:9]1, predict the reactants needed to synthesize it. (2) Given the product [Br:8][C:6]1[N:7]=[C:2]([O:13][CH3:12])[C:3]([NH2:10])=[N:4][C:5]=1[CH3:9], predict the reactants needed to synthesize it. The reactants are: Br[C:2]1[C:3]([NH2:10])=[N:4][C:5]([CH3:9])=[C:6]([Br:8])[N:7]=1.[Na].[CH3:12][OH:13].